This data is from Forward reaction prediction with 1.9M reactions from USPTO patents (1976-2016). The task is: Predict the product of the given reaction. (1) Given the reactants [C:1]([C:3]1[CH:4]=[C:5]([N:9]([CH2:14][C:15]2[CH:20]=[CH:19][CH:18]=[C:17](I)[CH:16]=2)[C:10](=[O:13])[CH2:11][CH3:12])[CH:6]=[CH:7][CH:8]=1)#[N:2].[N:22]1[CH:27]=[CH:26][C:25](B(O)O)=[CH:24][CH:23]=1, predict the reaction product. The product is: [C:1]([C:3]1[CH:4]=[C:5]([N:9]([CH2:14][C:15]2[CH:20]=[CH:19][CH:18]=[C:17]([C:25]3[CH:26]=[CH:27][N:22]=[CH:23][CH:24]=3)[CH:16]=2)[C:10](=[O:13])[CH2:11][CH3:12])[CH:6]=[CH:7][CH:8]=1)#[N:2]. (2) Given the reactants [CH3:1][S:2]([C:5]1[CH:10]=[CH:9][C:8]([CH:11]([C:19]2[NH:23][C:22]([C:24]3[CH:29]=[C:28]([CH2:30][OH:31])[CH:27]=[CH:26][N:25]=3)=[CH:21][CH:20]=2)[CH2:12][CH:13]2[CH2:18][CH2:17][O:16][CH2:15][CH2:14]2)=[CH:7][CH:6]=1)(=[O:4])=[O:3].CC(OI1(OC(C)=O)(OC(C)=O)OC(=O)C2C=CC=CC1=2)=O, predict the reaction product. The product is: [CH3:1][S:2]([C:5]1[CH:10]=[CH:9][C:8]([CH:11]([C:19]2[NH:23][C:22]([C:24]3[CH:29]=[C:28]([CH:30]=[O:31])[CH:27]=[CH:26][N:25]=3)=[CH:21][CH:20]=2)[CH2:12][CH:13]2[CH2:14][CH2:15][O:16][CH2:17][CH2:18]2)=[CH:7][CH:6]=1)(=[O:4])=[O:3].